Dataset: Full USPTO retrosynthesis dataset with 1.9M reactions from patents (1976-2016). Task: Predict the reactants needed to synthesize the given product. (1) Given the product [NH2:1][C:2]1[N:7]=[CH:6][C:5]([C:23]2[S:27][C:26]([S:28]([NH:31][CH2:32][CH3:33])(=[O:30])=[O:29])=[CH:25][CH:24]=2)=[CH:4][C:3]=1[C:11]1[CH:12]=[C:13]2[C:18](=[CH:19][CH:20]=1)[C:17](=[O:21])[NH:16][CH2:15][CH2:14]2, predict the reactants needed to synthesize it. The reactants are: [NH2:1][C:2]1[N:7]=[CH:6][C:5](B(O)O)=[CH:4][C:3]=1[C:11]1[CH:12]=[C:13]2[C:18](=[CH:19][CH:20]=1)[C:17](=[O:21])[NH:16][CH2:15][CH2:14]2.Br[C:23]1[S:27][C:26]([S:28]([NH:31][CH2:32][CH3:33])(=[O:30])=[O:29])=[CH:25][CH:24]=1.C([O-])([O-])=O.[Na+].[Na+]. (2) Given the product [O:20]1[C:29]2[C:24](=[CH:25][CH:26]=[CH:27][C:28]=2[C:2]2[N:7]=[CH:6][N:5]=[C:4]([NH:8][C:9]3[CH:14]=[CH:13][CH:12]=[C:11]([CH2:15][S:16]([CH3:19])(=[O:18])=[O:17])[CH:10]=3)[N:3]=2)[CH2:23][CH2:22][CH2:21]1, predict the reactants needed to synthesize it. The reactants are: Cl[C:2]1[N:7]=[CH:6][N:5]=[C:4]([NH:8][C:9]2[CH:14]=[CH:13][CH:12]=[C:11]([CH2:15][S:16]([CH3:19])(=[O:18])=[O:17])[CH:10]=2)[N:3]=1.[O:20]1[C:29]2[C:24](=[CH:25][CH:26]=[CH:27][C:28]=2B(O)O)[CH2:23][CH2:22][CH2:21]1. (3) Given the product [O:14]=[C:4]([C:18]1[CH:19]=[CH:20][S:16][CH:17]=1)[CH2:5][NH:6][C:7](=[O:13])[O:8][C:9]([CH3:10])([CH3:11])[CH3:12], predict the reactants needed to synthesize it. The reactants are: CON(C)[C:4](=[O:14])[CH2:5][NH:6][C:7](=[O:13])[O:8][C:9]([CH3:12])([CH3:11])[CH3:10].[S:16]1[CH:20]=[CH:19][C:18]([Mg]I)=[CH:17]1.[NH4+].[Cl-]. (4) Given the product [N:34]([C@@H:6]1[CH2:10][N:9]([C:11]([O:13][C:14]([CH3:16])([CH3:17])[CH3:15])=[O:12])[C@@H:8]([C:18](=[O:33])[NH:19][C:20]2[CH:25]=[CH:24][C:23]([N:26]3[CH2:31][CH2:30][O:29][CH2:28][C:27]3=[O:32])=[CH:22][CH:21]=2)[CH2:7]1)=[N+:35]=[N-:36], predict the reactants needed to synthesize it. The reactants are: CS(O[C@H:6]1[CH2:10][N:9]([C:11]([O:13][C:14]([CH3:17])([CH3:16])[CH3:15])=[O:12])[C@@H:8]([C:18](=[O:33])[NH:19][C:20]2[CH:25]=[CH:24][C:23]([N:26]3[CH2:31][CH2:30][O:29][CH2:28][C:27]3=[O:32])=[CH:22][CH:21]=2)[CH2:7]1)(=O)=O.[N-:34]=[N+:35]=[N-:36].[Na+]. (5) The reactants are: CC1(C)C(C)(C)[O:5][B:4]([C:9]2[CH:14]=[CH:13][C:12]([C:15]3[O:16][CH:17]=[N:18][N:19]=3)=[CH:11][CH:10]=2)[O:3]1.I([O-])(=O)(=O)=O.[Na+].C(O)(=O)C. Given the product [O:16]1[CH:17]=[N:18][N:19]=[C:15]1[C:12]1[CH:11]=[CH:10][C:9]([B:4]([OH:5])[OH:3])=[CH:14][CH:13]=1, predict the reactants needed to synthesize it.